The task is: Regression. Given two drug SMILES strings and cell line genomic features, predict the synergy score measuring deviation from expected non-interaction effect.. This data is from Merck oncology drug combination screen with 23,052 pairs across 39 cell lines. Drug 1: COc1cc(C2c3cc4c(cc3C(OC3OC5COC(C)OC5C(O)C3O)C3COC(=O)C23)OCO4)cc(OC)c1O. Drug 2: CCN(CC)CCNC(=O)c1c(C)[nH]c(C=C2C(=O)Nc3ccc(F)cc32)c1C. Cell line: OCUBM. Synergy scores: synergy=-4.82.